From a dataset of Reaction yield outcomes from USPTO patents with 853,638 reactions. Predict the reaction yield, written as a fraction of the theoretical maximum amount of product (1.0 means a 100% yield; for example, 0.34 means a 34% yield). (1) The reactants are [N+:1]([C:4]1[CH:5]=[CH:6][C:7]2[N:8]([C:21](=[O:23])[CH3:22])[C:9]3[C:14]([S:15][C:16]=2[CH:17]=1)=[CH:13][C:12]([N+:18]([O-])=O)=[CH:11][CH:10]=3)([O-])=O.O.O.[Sn](Cl)Cl.C(=O)([O-])O.[Na+]. The catalyst is C(O)C. The product is [NH2:1][C:4]1[CH:5]=[CH:6][C:7]2[N:8]([C:21](=[O:23])[CH3:22])[C:9]3[C:14]([S:15][C:16]=2[CH:17]=1)=[CH:13][C:12]([NH2:18])=[CH:11][CH:10]=3. The yield is 1.00. (2) The product is [OH:15][CH2:14][CH2:13][O:12][C:7]1[CH:8]=[C:9]2[C:4](=[CH:5][CH:6]=1)[NH:3][C:2](=[O:1])[CH2:11][CH2:10]2. The catalyst is C(O)C.CCOC(C)=O. The reactants are [O:1]=[C:2]1[CH2:11][CH2:10][C:9]2[C:4](=[CH:5][CH:6]=[C:7]([O:12][CH2:13][C:14](OCC)=[O:15])[CH:8]=2)[NH:3]1.[Cl-].[Ca+2].[Cl-].[BH4-].[Na+]. The yield is 0.640. (3) The reactants are CO[C:3](=[O:24])[C:4]1[CH:9]=[CH:8][C:7]([O:10][CH2:11][C:12]2[C:13]([C:18]3[CH:23]=[CH:22][CH:21]=[CH:20][CH:19]=3)=[N:14][O:15][C:16]=2[CH3:17])=[N:6][CH:5]=1.[NH:25]1[CH2:29][CH2:28][CH:27]([OH:30])[CH2:26]1. No catalyst specified. The product is [OH:30][CH:27]1[CH2:28][CH2:29][N:25]([C:3]([C:4]2[CH:5]=[N:6][C:7]([O:10][CH2:11][C:12]3[C:13]([C:18]4[CH:19]=[CH:20][CH:21]=[CH:22][CH:23]=4)=[N:14][O:15][C:16]=3[CH3:17])=[CH:8][CH:9]=2)=[O:24])[CH2:26]1. The yield is 0.870. (4) The reactants are C([O-])C=C.[Na+].C([O:9][C:10]([C@H:12]1[C@H:17]([O:18][Si:19]([C:22]([CH3:25])([CH3:24])[CH3:23])([CH3:21])[CH3:20])[C@H:16]([O:26][Si:27]([C:30]([CH3:33])([CH3:32])[CH3:31])([CH3:29])[CH3:28])[C@@H:15]([O:34][Si:35]([C:38]([CH3:41])([CH3:40])[CH3:39])([CH3:37])[CH3:36])[C@H:14]([O:42][C:43]2[CH:48]=[CH:47][C:46]([N+:49]([O-:51])=[O:50])=[CH:45][C:44]=2[CH:52]2[O:56][CH2:55][CH2:54][O:53]2)[O:13]1)=[O:11])C=C. The catalyst is C(O)C=C. The product is [C:22]([Si:19]([CH3:21])([CH3:20])[O:18][C@@H:17]1[C@H:16]([O:26][Si:27]([C:30]([CH3:33])([CH3:32])[CH3:31])([CH3:29])[CH3:28])[C@@H:15]([O:34][Si:35]([C:38]([CH3:41])([CH3:40])[CH3:39])([CH3:36])[CH3:37])[C@H:14]([O:42][C:43]2[CH:48]=[CH:47][C:46]([N+:49]([O-:51])=[O:50])=[CH:45][C:44]=2[CH:52]2[O:56][CH2:55][CH2:54][O:53]2)[O:13][C@@H:12]1[C:10]([OH:11])=[O:9])([CH3:23])([CH3:24])[CH3:25]. The yield is 0.320. (5) The reactants are [F:1][C:2]([F:15])([F:14])[S:3]([O:6]S(C(F)(F)F)(=O)=O)(=[O:5])=[O:4].[Cl:16][C:17]1[CH:22]=[C:21]([C:23]([NH:25][CH2:26][C:27]2[CH:32]=[CH:31][CH:30]=[C:29]([O:33][Si:34]([C:37]([CH3:40])([CH3:39])[CH3:38])([CH3:36])[CH3:35])[CH:28]=2)=[O:24])[CH:20]=[C:19]([Cl:41])[C:18]=1O.C(N(CC)CC)C. The catalyst is ClCCl. The product is [F:1][C:2]([F:15])([F:14])[S:3]([O:6][C:18]1[C:17]([Cl:16])=[CH:22][C:21]([C:23]([NH:25][CH2:26][C:27]2[CH:32]=[CH:31][CH:30]=[C:29]([O:33][Si:34]([C:37]([CH3:39])([CH3:38])[CH3:40])([CH3:35])[CH3:36])[CH:28]=2)=[O:24])=[CH:20][C:19]=1[Cl:41])(=[O:5])=[O:4]. The yield is 0.970. (6) The yield is 0.848. The product is [Cl:1][C:2]1[CH:3]=[CH:4][C:5]([CH:8]([C:25]2[CH:26]=[CH:27][CH:28]=[CH:29][CH:30]=2)[N:9]2[CH2:10][CH2:11][NH:12][CH2:13][CH2:14]2)=[CH:6][CH:7]=1. The reactants are [Cl:1][C:2]1[CH:7]=[CH:6][C:5]([CH:8]([C:25]2[CH:30]=[CH:29][CH:28]=[CH:27][CH:26]=2)[N:9]2[CH2:14][CH2:13][N:12](S(C3C=CC(C)=CC=3)(=O)=O)[CH2:11][CH2:10]2)=[CH:4][CH:3]=1.OC1C=CC(C(O)=O)=CC=1.Br.O. The catalyst is C(O)(=O)C. (7) The reactants are C1(S([N:10]2[C:14]3=[N:15][CH:16]=[C:17]([O:19][CH3:20])[CH:18]=[C:13]3[CH:12]=[C:11]2[C:21]([C:29]2[CH:34]=[CH:33][C:32]([S:35]([CH3:38])(=[O:37])=[O:36])=[CH:31][CH:30]=2)=[CH:22][CH:23]2[CH2:28][CH2:27][CH2:26][CH2:25][CH2:24]2)(=O)=O)C=CC=CC=1.[F-].C([N+](CCCC)(CCCC)CCCC)CCC. The catalyst is O1CCCC1.C(OCC)(=O)C. The product is [CH:23]1([CH:22]=[C:21]([C:11]2[NH:10][C:14]3=[N:15][CH:16]=[C:17]([O:19][CH3:20])[CH:18]=[C:13]3[CH:12]=2)[C:29]2[CH:34]=[CH:33][C:32]([S:35]([CH3:38])(=[O:37])=[O:36])=[CH:31][CH:30]=2)[CH2:28][CH2:27][CH2:26][CH2:25][CH2:24]1. The yield is 0.826. (8) The reactants are [CH2:1]([O:3][P:4]([CH2:9][O:10][CH2:11][C:12]#[C:13][CH2:14]Cl)(=[O:8])[O:5][CH2:6][CH3:7])[CH3:2].[Cl:16][C:17]1[N:25]=[C:24]([NH2:26])[N:23]=[C:22]2[C:18]=1[NH:19][CH:20]=[N:21]2.C(=O)([O-])[O-].[K+].[K+]. The catalyst is CN(C)C=O. The product is [CH2:6]([O:5][P:4]([CH2:9][O:10][CH2:11][C:12]#[C:13][CH2:14][N:21]1[CH:20]=[N:19][C:18]2[C:22]1=[N:23][C:24]([NH2:26])=[N:25][C:17]=2[Cl:16])([O:3][CH2:1][CH3:2])=[O:8])[CH3:7]. The yield is 0.650. (9) The reactants are [O:1]1[C:5]2[CH:6]=[CH:7][C:8]([C:10]3[CH:15]=[CH:14][C:13]([N:16]4[C:20](=[O:21])[NH:19][N:18]=[C:17]4[CH2:22][C@@H:23]4[CH2:27][CH2:26][N:25](C(OC(C)(C)C)=O)[CH2:24]4)=[CH:12][CH:11]=3)=[CH:9][C:4]=2[CH:3]=[CH:2]1.O1CCOCC1.[ClH:41]. No catalyst specified. The product is [ClH:41].[O:1]1[C:5]2[CH:6]=[CH:7][C:8]([C:10]3[CH:15]=[CH:14][C:13]([N:16]4[C:17]([CH2:22][C@@H:23]5[CH2:27][CH2:26][NH:25][CH2:24]5)=[N:18][NH:19][C:20]4=[O:21])=[CH:12][CH:11]=3)=[CH:9][C:4]=2[CH:3]=[CH:2]1. The yield is 0.960.